Predict which catalyst facilitates the given reaction. From a dataset of Catalyst prediction with 721,799 reactions and 888 catalyst types from USPTO. (1) Reactant: [C:1]([N:8]1[CH2:15][C@@H:14]([N:16]([C:24](=[O:29])[C:25]([CH3:28])([CH3:27])[CH3:26])[C@H:17]2[CH2:22][CH2:21][C@@H:20]([CH3:23])[CH2:19][CH2:18]2)[CH2:13][C@H:9]1[C:10](O)=[O:11])([O:3][C:4]([CH3:7])([CH3:6])[CH3:5])=[O:2].C(OC(Cl)=O)C.O.[NH3:37]. Product: [C:1]([N:8]1[CH2:15][C@@H:14]([N:16]([C:24](=[O:29])[C:25]([CH3:26])([CH3:28])[CH3:27])[C@H:17]2[CH2:22][CH2:21][C@@H:20]([CH3:23])[CH2:19][CH2:18]2)[CH2:13][C@H:9]1[C:10]([NH2:37])=[O:11])([O:3][C:4]([CH3:6])([CH3:5])[CH3:7])=[O:2]. The catalyst class is: 1. (2) Reactant: [Cl:1][C:2]1[CH:7]=[CH:6][N:5]2[N:8]=[CH:9][CH:10]=[C:4]2[N:3]=1.[I:11]N1C(=O)CCC1=O. Product: [Cl:1][C:2]1[CH:7]=[CH:6][N:5]2[N:8]=[CH:9][C:10]([I:11])=[C:4]2[N:3]=1. The catalyst class is: 31.